From a dataset of Peptide-MHC class I binding affinity with 185,985 pairs from IEDB/IMGT. Regression. Given a peptide amino acid sequence and an MHC pseudo amino acid sequence, predict their binding affinity value. This is MHC class I binding data. (1) The peptide sequence is NVMGMIGI. The MHC is HLA-A68:02 with pseudo-sequence HLA-A68:02. The binding affinity (normalized) is 0.517. (2) The peptide sequence is AMNLWVTVY. The MHC is Mamu-A11 with pseudo-sequence Mamu-A11. The binding affinity (normalized) is 0.233. (3) The peptide sequence is EEMNLPGRW. The MHC is HLA-B15:01 with pseudo-sequence HLA-B15:01. The binding affinity (normalized) is 0. (4) The peptide sequence is TTIKPVSYK. The MHC is HLA-A31:01 with pseudo-sequence HLA-A31:01. The binding affinity (normalized) is 0.571. (5) The peptide sequence is ASYRLCLYR. The MHC is HLA-A02:01 with pseudo-sequence HLA-A02:01. The binding affinity (normalized) is 0.0847. (6) The peptide sequence is NVTSMEELAR. The MHC is HLA-A31:01 with pseudo-sequence HLA-A31:01. The binding affinity (normalized) is 0.394.